Dataset: Forward reaction prediction with 1.9M reactions from USPTO patents (1976-2016). Task: Predict the product of the given reaction. (1) Given the reactants [CH3:1][C:2]1[N:6]([CH:7]2[CH2:12][CH2:11][CH2:10][CH2:9][O:8]2)[N:5]=[C:4]([NH:13]C(=O)C)[CH:3]=1.[OH-].[K+].[CH3:19][CH2:20]O.O, predict the reaction product. The product is: [C:20]1([CH3:19])[CH:4]=[CH:3][CH:2]=[CH:1][C:1]=1[C:2]1[N:6]([CH:7]2[CH2:12][CH2:11][CH2:10][CH2:9][O:8]2)[N:5]=[C:4]([NH2:13])[CH:3]=1. (2) Given the reactants [CH:1]1([C:5]2[C:6]([O:14][C@@H:15]([CH3:20])[C:16]([F:19])([F:18])[F:17])=[CH:7][C:8]([C:11]([OH:13])=O)=[N:9][CH:10]=2)[CH2:4][CH2:3][CH2:2]1.[CH:21]1([CH2:24][C:25]([C:28]2[N:32]=[C:31]([CH3:33])[O:30][N:29]=2)([NH2:27])[CH3:26])[CH2:23][CH2:22]1, predict the reaction product. The product is: [CH:21]1([CH2:24][C:25]([NH:27][C:11]([C:8]2[CH:7]=[C:6]([O:14][C@@H:15]([CH3:20])[C:16]([F:19])([F:18])[F:17])[C:5]([CH:1]3[CH2:2][CH2:3][CH2:4]3)=[CH:10][N:9]=2)=[O:13])([CH3:26])[C:28]2[N:32]=[C:31]([CH3:33])[O:30][N:29]=2)[CH2:23][CH2:22]1. (3) Given the reactants [C:1]1([S:7](Cl)(=[O:9])=[O:8])[CH:6]=CC=C[CH:2]=1.[N:11]1[CH:12]=[N:13][N:14]2[CH:19]=[C:18]([CH2:20][NH:21][C:22]([C:24]3[S:25][C:26]([CH:29]4[CH2:34][CH2:33][NH:32][CH2:31][CH2:30]4)=[CH:27][CH:28]=3)=[O:23])[CH:17]=[CH:16][C:15]=12.N1C=CN2C=CC(CNC(=O)C3C=CC(C4CCNCC4)=CC=3)=CC=12, predict the reaction product. The product is: [CH3:2][CH:1]([S:7]([N:32]1[CH2:33][CH2:34][CH:29]([C:26]2[S:25][C:24]([C:22]([NH:21][CH2:20][C:18]3[CH:17]=[CH:16][C:15]4[N:14]([N:13]=[CH:12][N:11]=4)[CH:19]=3)=[O:23])=[CH:28][CH:27]=2)[CH2:30][CH2:31]1)(=[O:9])=[O:8])[CH3:6]. (4) Given the reactants [C:1]1([CH2:7][O:8][C:9]2[CH:14]=[C:13]([O:15][CH2:16][C:17]3[CH:22]=[CH:21][CH:20]=[CH:19][CH:18]=3)[CH:12]=[CH:11][C:10]=2[NH2:23])[CH:6]=[CH:5][CH:4]=[CH:3][CH:2]=1.[F:24][C:25]([F:36])([F:35])[C:26](O[C:26](=[O:27])[C:25]([F:36])([F:35])[F:24])=[O:27].C(N(CC)CC)C, predict the reaction product. The product is: [C:1]1([CH2:7][O:8][C:9]2[CH:14]=[C:13]([O:15][CH2:16][C:17]3[CH:22]=[CH:21][CH:20]=[CH:19][CH:18]=3)[CH:12]=[CH:11][C:10]=2[NH:23][C:26](=[O:27])[C:25]([F:36])([F:35])[F:24])[CH:2]=[CH:3][CH:4]=[CH:5][CH:6]=1. (5) Given the reactants [NH2:1][C:2]1[CH:11]=[C:10]([C:12]([F:15])([F:14])[F:13])[CH:9]=[CH:8][C:3]=1[C:4]([O:6][CH3:7])=[O:5].[I:16]I, predict the reaction product. The product is: [NH2:1][C:2]1[CH:11]=[C:10]([C:12]([F:13])([F:14])[F:15])[C:9]([I:16])=[CH:8][C:3]=1[C:4]([O:6][CH3:7])=[O:5]. (6) Given the reactants [CH3:1][C:2]1[CH:7]=[C:6]([N:8]2[CH2:12][CH2:11][CH:10]([N:13]3[CH2:17][CH2:16][CH2:15][CH:14]3[CH3:18])[CH2:9]2)[CH:5]=[CH:4][C:3]=1[NH2:19].[CH2:20]([O:23][CH:24]([C:26]1[CH:34]=[CH:33][C:29]([C:30](O)=[O:31])=[CH:28][CH:27]=1)[CH3:25])[CH2:21][CH3:22], predict the reaction product. The product is: [CH3:1][C:2]1[CH:7]=[C:6]([N:8]2[CH2:12][CH2:11][CH:10]([N:13]3[CH2:17][CH2:16][CH2:15][CH:14]3[CH3:18])[CH2:9]2)[CH:5]=[CH:4][C:3]=1[NH:19][C:30](=[O:31])[C:29]1[CH:33]=[CH:34][C:26]([CH:24]([O:23][CH2:20][CH2:21][CH3:22])[CH3:25])=[CH:27][CH:28]=1.